This data is from Full USPTO retrosynthesis dataset with 1.9M reactions from patents (1976-2016). The task is: Predict the reactants needed to synthesize the given product. (1) Given the product [F:1][C:2]1[CH:7]=[CH:6][C:5]([S:8]([NH:24][C:23]2[CH:22]=[CH:21][C:20]([B:15]3[O:16][C:17]([CH3:19])([CH3:18])[C:13]([CH3:27])([CH3:12])[O:14]3)=[CH:26][CH:25]=2)(=[O:10])=[O:9])=[CH:4][CH:3]=1, predict the reactants needed to synthesize it. The reactants are: [F:1][C:2]1[CH:7]=[CH:6][C:5]([S:8](Cl)(=[O:10])=[O:9])=[CH:4][CH:3]=1.[CH3:12][C:13]1([CH3:27])[C:17]([CH3:19])([CH3:18])[O:16][B:15]([C:20]2[CH:26]=[CH:25][C:23]([NH2:24])=[CH:22][CH:21]=2)[O:14]1.C(OCC)(=O)C. (2) Given the product [C:15]([C:4]1[CH:5]=[C:6]2[C:10](=[C:2]([C:23]3[CH:22]=[CH:21][C:20]([O:19][C:18]([F:17])([F:29])[F:30])=[CH:25][CH:24]=3)[CH:3]=1)[NH:9][C:8]([C:11]([NH2:13])=[O:12])=[C:7]2[CH3:14])#[N:16], predict the reactants needed to synthesize it. The reactants are: Br[C:2]1[CH:3]=[C:4]([C:15]#[N:16])[CH:5]=[C:6]2[C:10]=1[NH:9][C:8]([C:11]([NH2:13])=[O:12])=[C:7]2[CH3:14].[F:17][C:18]([F:30])([F:29])[O:19][C:20]1[CH:25]=[CH:24][C:23](B(O)O)=[CH:22][CH:21]=1. (3) Given the product [C:1]([O:4][C@@H:5]([C:6](=[O:8])[NH:72][C:68]1[CH:69]=[CH:70][CH:71]=[C:66]([C:35]2[C:36]3[C:41](=[CH:40][CH:39]=[C:38]([C:42]4[N:46]=[CH:45][N:44]([C:47]([C:48]5[CH:49]=[CH:50][CH:51]=[CH:52][CH:53]=5)([C:54]5[CH:59]=[CH:58][CH:57]=[CH:56][CH:55]=5)[C:60]5[CH:65]=[CH:64][CH:63]=[CH:62][CH:61]=5)[N:43]=4)[CH:37]=3)[N:33]([CH:28]3[CH2:29][CH2:30][CH2:31][CH2:32][O:27]3)[N:34]=2)[CH:67]=1)[C:9]1[CH:14]=[CH:13][CH:12]=[CH:11][CH:10]=1)(=[O:3])[CH3:2], predict the reactants needed to synthesize it. The reactants are: [C:1]([O:4][C@H:5]([C:9]1[CH:14]=[CH:13][CH:12]=[CH:11][CH:10]=1)[C:6]([OH:8])=O)(=[O:3])[CH3:2].Cl.CN(C)CCCN=C=NCC.[O:27]1[CH2:32][CH2:31][CH2:30][CH2:29][CH:28]1[N:33]1[C:41]2[C:36](=[CH:37][C:38]([C:42]3[N:46]=[CH:45][N:44]([C:47]([C:60]4[CH:65]=[CH:64][CH:63]=[CH:62][CH:61]=4)([C:54]4[CH:59]=[CH:58][CH:57]=[CH:56][CH:55]=4)[C:48]4[CH:53]=[CH:52][CH:51]=[CH:50][CH:49]=4)[N:43]=3)=[CH:39][CH:40]=2)[C:35]([C:66]2[CH:67]=[C:68]([NH2:72])[CH:69]=[CH:70][CH:71]=2)=[N:34]1.